From a dataset of Reaction yield outcomes from USPTO patents with 853,638 reactions. Predict the reaction yield, written as a fraction of the theoretical maximum amount of product (1.0 means a 100% yield; for example, 0.34 means a 34% yield). The reactants are Cl[C:2](Cl)=[CH:3][CH:4]=[O:5].Cl.[Cl:8][C:9]1[CH:17]=[CH:16][C:12]([C:13]([NH2:15])=[NH:14])=[CH:11][CH:10]=1.[F:18][C:19]([F:28])([F:27])[C:20]1[CH:21]=[C:22](O)[CH:23]=[CH:24][CH:25]=1.C(=O)([O-])[O-].[K+].[K+]. The catalyst is C(COC)OC. The product is [Cl:8][C:9]1[CH:17]=[CH:16][C:12]([C:13]2[N:15]=[C:4]([O:5][C:24]3[CH:23]=[CH:22][CH:21]=[C:20]([C:19]([F:28])([F:27])[F:18])[CH:25]=3)[CH:3]=[CH:2][N:14]=2)=[CH:11][CH:10]=1. The yield is 0.800.